From a dataset of TCR-epitope binding with 47,182 pairs between 192 epitopes and 23,139 TCRs. Binary Classification. Given a T-cell receptor sequence (or CDR3 region) and an epitope sequence, predict whether binding occurs between them. (1) The epitope is KLGGALQAK. The TCR CDR3 sequence is CASSFRGTEAFF. Result: 1 (the TCR binds to the epitope). (2) Result: 0 (the TCR does not bind to the epitope). The TCR CDR3 sequence is CASGQSEKLFF. The epitope is GPGHKARVL.